From a dataset of Serine/threonine kinase 33 screen with 319,792 compounds. Binary Classification. Given a drug SMILES string, predict its activity (active/inactive) in a high-throughput screening assay against a specified biological target. The compound is Oc1c(C2N(N=C(C2)c2ccccc2)C(=O)c2ccccc2)cccc1. The result is 0 (inactive).